From a dataset of Catalyst prediction with 721,799 reactions and 888 catalyst types from USPTO. Predict which catalyst facilitates the given reaction. Reactant: [NH2:1][C:2]1[N:7]=[CH:6][C:5]([C:8]2[S:12][C:11]([C:13]([OH:15])=O)=[CH:10][CH:9]=2)=[CH:4][C:3]=1[C:16]1[NH:20][C:19]2[CH:21]=[C:22]([O:25][CH3:26])[CH:23]=[CH:24][C:18]=2[N:17]=1.[CH3:27][O:28][CH2:29][CH2:30][NH2:31].C1C=CC2N(O)N=NC=2C=1.C(Cl)CCl.CN1CCOCC1. Product: [CH3:27][O:28][CH2:29][CH2:30][NH:31][C:13]([C:11]1[S:12][C:8]([C:5]2[CH:6]=[N:7][C:2]([NH2:1])=[C:3]([C:16]3[NH:20][C:19]4[CH:21]=[C:22]([O:25][CH3:26])[CH:23]=[CH:24][C:18]=4[N:17]=3)[CH:4]=2)=[CH:9][CH:10]=1)=[O:15]. The catalyst class is: 18.